The task is: Predict the reaction yield, written as a fraction of the theoretical maximum amount of product (1.0 means a 100% yield; for example, 0.34 means a 34% yield).. This data is from Reaction yield outcomes from USPTO patents with 853,638 reactions. (1) The reactants are [F:1][C:2]1[C:3]([N+:9]([O-:11])=[O:10])=[CH:4][CH:5]=[C:6]([OH:8])[CH:7]=1.[CH3:12][CH:13](O)[CH3:14].C1(P(C2C=CC=CC=2)C2C=CC=CN=2)C=CC=CC=1.N(C(OC(C)(C)C)=O)=NC(OC(C)(C)C)=O.Cl.C(OCC)C. The catalyst is O1CCCC1. The product is [F:1][C:2]1[CH:7]=[C:6]([O:8][CH:13]([CH3:14])[CH3:12])[CH:5]=[CH:4][C:3]=1[N+:9]([O-:11])=[O:10]. The yield is 0.690. (2) The reactants are C[O:2][C:3]1[CH:4]=[CH:5][C:6]2[C:10]([O:11][C:12]3[CH:17]=[CH:16][C:15](/[CH:18]=[CH:19]/[C:20]([NH:22][CH2:23][CH2:24][C:25]([F:28])([F:27])[F:26])=[O:21])=[CH:14][CH:13]=3)=[C:9]([C:29]3[CH:34]=[CH:33][C:32]([O:35]C)=[CH:31][CH:30]=3)[S:8][C:7]=2[CH:37]=1.B(Br)(Br)Br. The catalyst is C(Cl)Cl. The product is [OH:2][C:3]1[CH:4]=[CH:5][C:6]2[C:10]([O:11][C:12]3[CH:17]=[CH:16][C:15](/[CH:18]=[CH:19]/[C:20]([NH:22][CH2:23][CH2:24][C:25]([F:28])([F:26])[F:27])=[O:21])=[CH:14][CH:13]=3)=[C:9]([C:29]3[CH:30]=[CH:31][C:32]([OH:35])=[CH:33][CH:34]=3)[S:8][C:7]=2[CH:37]=1. The yield is 0.860.